Dataset: Full USPTO retrosynthesis dataset with 1.9M reactions from patents (1976-2016). Task: Predict the reactants needed to synthesize the given product. Given the product [Br:31][C:8]1[C:7]([S:10][CH2:11][CH2:12][C:13]([O:15][CH2:16][CH:17]([CH2:22][CH3:23])[CH2:18][CH2:19][CH2:20][CH3:21])=[O:14])=[CH:6][C:5]2[O:1][CH2:2][CH2:3][C:4]=2[CH:9]=1, predict the reactants needed to synthesize it. The reactants are: [O:1]1[C:5]2[CH:6]=[C:7]([S:10][CH2:11][CH2:12][C:13]([O:15][CH2:16][CH:17]([CH2:22][CH3:23])[CH2:18][CH2:19][CH2:20][CH3:21])=[O:14])[CH:8]=[CH:9][C:4]=2[CH2:3][CH2:2]1.C1C(=O)N([Br:31])C(=O)C1.